Dataset: NCI-60 drug combinations with 297,098 pairs across 59 cell lines. Task: Regression. Given two drug SMILES strings and cell line genomic features, predict the synergy score measuring deviation from expected non-interaction effect. (1) Drug 1: CN1C(=O)N2C=NC(=C2N=N1)C(=O)N. Drug 2: CC(C)NC(=O)C1=CC=C(C=C1)CNNC.Cl. Cell line: CAKI-1. Synergy scores: CSS=3.61, Synergy_ZIP=-2.78, Synergy_Bliss=-3.77, Synergy_Loewe=-0.00964, Synergy_HSA=-1.28. (2) Synergy scores: CSS=7.30, Synergy_ZIP=-1.52, Synergy_Bliss=1.90, Synergy_Loewe=1.53, Synergy_HSA=2.04. Drug 2: C(=O)(N)NO. Cell line: TK-10. Drug 1: C1CC(=O)NC(=O)C1N2CC3=C(C2=O)C=CC=C3N.